Dataset: Catalyst prediction with 721,799 reactions and 888 catalyst types from USPTO. Task: Predict which catalyst facilitates the given reaction. Reactant: [O:1]=[C:2]1[C:11]2[C:6](=[CH:7][C:8]([C:12](O)=[O:13])=[CH:9][CH:10]=2)[NH:5][C:4](=[S:15])[N:3]1[C:16]1[CH:21]=[CH:20][CH:19]=[CH:18][N:17]=1.[Cl:22][C:23]1[CH:30]=[CH:29][C:26]([CH2:27][NH2:28])=[CH:25][CH:24]=1.CCN(C(C)C)C(C)C.CN(C(ON1N=NC2C=CC=NC1=2)=[N+](C)C)C.F[P-](F)(F)(F)(F)F. Product: [Cl:22][C:23]1[CH:30]=[CH:29][C:26]([CH2:27][NH:28][C:12]([C:8]2[CH:7]=[C:6]3[C:11]([C:2](=[O:1])[N:3]([C:16]4[CH:21]=[CH:20][CH:19]=[CH:18][N:17]=4)[C:4](=[S:15])[NH:5]3)=[CH:10][CH:9]=2)=[O:13])=[CH:25][CH:24]=1. The catalyst class is: 3.